This data is from Forward reaction prediction with 1.9M reactions from USPTO patents (1976-2016). The task is: Predict the product of the given reaction. (1) Given the reactants [C:1]([C:4]1[C:22](=[O:23])[C@@:8]2([CH3:24])[C:9]3[C:15]([OH:16])=[CH:14][C:13]([O:17][CH3:18])=[C:12]([C:19]([NH2:21])=[O:20])[C:10]=3[O:11][C:7]2=[CH:6][C:5]=1[OH:25])(=[O:3])[CH3:2].[CH2:26]([C:28]1[C:37]([CH3:38])=[CH:36][C:35]2[C:30](=[CH:31][CH:32]=[CH:33][CH:34]=2)[C:29]=1[CH:39]=O)[CH3:27].C([SiH](CC)CC)C.FC(F)(F)C(O)=O, predict the reaction product. The product is: [C:1]([C:4]1[C:22](=[O:23])[C@@:8]2([CH3:24])[C:9]3[C:15]([OH:16])=[CH:14][C:13]([O:17][CH3:18])=[C:12]([C:19]([NH:21][CH2:39][C:29]4[C:30]5[C:35](=[CH:34][CH:33]=[CH:32][CH:31]=5)[CH:36]=[C:37]([CH3:38])[C:28]=4[CH2:26][CH3:27])=[O:20])[C:10]=3[O:11][C:7]2=[CH:6][C:5]=1[OH:25])(=[O:3])[CH3:2]. (2) Given the reactants [Cl:1][C:2]1[CH:3]=[C:4]2[C:8](=[CH:9][CH:10]=1)[NH:7][CH:6]=[C:5]2[CH2:11][CH2:12][NH:13][C:14](=[O:22])[C:15]1[CH:20]=[CH:19][C:18](I)=[CH:17][CH:16]=1.[CH3:23][O:24][C:25]1[CH:30]=[CH:29][CH:28]=[CH:27][C:26]=1B(O)O.C(=O)([O-])[O-].[Na+].[Na+], predict the reaction product. The product is: [Cl:1][C:2]1[CH:3]=[C:4]2[C:8](=[CH:9][CH:10]=1)[NH:7][CH:6]=[C:5]2[CH2:11][CH2:12][NH:13][C:14]([C:15]1[CH:20]=[CH:19][C:18]([C:26]2[CH:27]=[CH:28][CH:29]=[CH:30][C:25]=2[O:24][CH3:23])=[CH:17][CH:16]=1)=[O:22]. (3) Given the reactants [O:1]([C:8]1[CH:16]=[CH:15][CH:14]=[CH:13][C:9]=1[C:10]([OH:12])=O)[C:2]1[CH:7]=[CH:6][CH:5]=[CH:4][CH:3]=1.[CH3:17][C@@H:18]1[CH2:23][CH2:22][CH2:21][NH:20][C@@H:19]1[CH2:24][NH:25][C:26]1[CH:31]=[CH:30][C:29]([C:32]([F:35])([F:34])[F:33])=[CH:28][N:27]=1, predict the reaction product. The product is: [CH3:17][C@@H:18]1[CH2:23][CH2:22][CH2:21][N:20]([C:10]([C:9]2[CH:13]=[CH:14][CH:15]=[CH:16][C:8]=2[O:1][C:2]2[CH:3]=[CH:4][CH:5]=[CH:6][CH:7]=2)=[O:12])[C@@H:19]1[CH2:24][NH:25][C:26]1[CH:31]=[CH:30][C:29]([C:32]([F:35])([F:33])[F:34])=[CH:28][N:27]=1. (4) Given the reactants CS(O[CH2:6][CH2:7][C:8]1[C:16]2[C:15]([NH:17][C@@H:18]3[CH2:23][CH2:22][CH2:21][N:20]([C:24]([O:26][C:27]([CH3:30])([CH3:29])[CH3:28])=[O:25])[CH2:19]3)=[N:14][CH:13]=[N:12][C:11]=2[NH:10][CH:9]=1)(=O)=O.[CH3:31][N:32](C=O)C.[C-]#N.[Na+], predict the reaction product. The product is: [C:31]([CH2:6][CH2:7][C:8]1[C:16]2[C:15]([NH:17][C@@H:18]3[CH2:23][CH2:22][CH2:21][N:20]([C:24]([O:26][C:27]([CH3:30])([CH3:29])[CH3:28])=[O:25])[CH2:19]3)=[N:14][CH:13]=[N:12][C:11]=2[NH:10][CH:9]=1)#[N:32]. (5) The product is: [F:1][C:2]1[CH:3]=[CH:4][C:5]([CH2:6][N:7]2[C:11]3=[CH:12][N:13]=[C:14]([C:16]([NH:34][OH:32])=[O:17])[CH:15]=[C:10]3[C:9]([CH2:20][N:21]3[CH2:25][CH2:24][CH:23]([S:26]([CH3:29])(=[O:27])=[O:28])[CH2:22]3)=[CH:8]2)=[CH:30][CH:31]=1. Given the reactants [F:1][C:2]1[CH:31]=[CH:30][C:5]([CH2:6][N:7]2[C:11]3=[CH:12][N:13]=[C:14]([C:16](OC)=[O:17])[CH:15]=[C:10]3[C:9]([CH2:20][N:21]3[CH2:25][CH2:24][CH:23]([S:26]([CH3:29])(=[O:28])=[O:27])[CH2:22]3)=[CH:8]2)=[CH:4][CH:3]=1.[OH-:32].[Na+].[NH2:34]O, predict the reaction product. (6) The product is: [Cl:1][C:2]1[C:10]([C:11]#[N:12])=[CH:9][C:8]([OH:13])=[C:7]2[C:3]=1[CH:4]=[CH:5][NH:6]2. Given the reactants [Cl:1][C:2]1[C:10]([C:11]#[N:12])=[CH:9][C:8]([O:13]C)=[C:7]2[C:3]=1[CH:4]=[CH:5][NH:6]2.B(Br)(Br)Br, predict the reaction product. (7) Given the reactants C(O[CH:4](OCC)[CH2:5][O:6][C:7]1[C:14]([F:15])=[CH:13][C:12]([F:16])=[CH:11][C:8]=1[CH:9]=O)C.[BH4-].[Na+].P(Br)(Br)[Br:23], predict the reaction product. The product is: [Br:23][CH2:4][C:5]1[O:6][C:7]2[C:14]([F:15])=[CH:13][C:12]([F:16])=[CH:11][C:8]=2[CH:9]=1. (8) Given the reactants [Br:1][C:2]1[CH:11]=[C:10]2[C:5]([C:6](Cl)=[CH:7][CH:8]=[N:9]2)=[CH:4][CH:3]=1.[CH3:13][N:14]1CCCC1=O.CN.O1CCCC1, predict the reaction product. The product is: [Br:1][C:2]1[CH:11]=[C:10]2[C:5]([C:6]([NH:14][CH3:13])=[CH:7][CH:8]=[N:9]2)=[CH:4][CH:3]=1. (9) Given the reactants [CH3:1][C:2]1([CH3:13])[CH:11](O)[C:10]2[C:5](=[CH:6][CH:7]=[CH:8][CH:9]=2)[S:4][CH2:3]1.C([N:16]1[CH:20]=[CH:19][N:18]=[CH:17]1)([N:16]1[CH:20]=[CH:19][N:18]=[CH:17]1)=O, predict the reaction product. The product is: [CH3:1][C:2]1([CH3:13])[CH:11]([N:16]2[CH:20]=[CH:19][N:18]=[CH:17]2)[C:10]2[C:5](=[CH:6][CH:7]=[CH:8][CH:9]=2)[S:4][CH2:3]1.